From a dataset of Peptide-MHC class I binding affinity with 185,985 pairs from IEDB/IMGT. Regression. Given a peptide amino acid sequence and an MHC pseudo amino acid sequence, predict their binding affinity value. This is MHC class I binding data. The peptide sequence is REWGWRIPF. The MHC is HLA-A26:03 with pseudo-sequence HLA-A26:03. The binding affinity (normalized) is 0.0847.